From a dataset of Catalyst prediction with 721,799 reactions and 888 catalyst types from USPTO. Predict which catalyst facilitates the given reaction. (1) The catalyst class is: 14. Reactant: [NH2:1][C:2]1[CH:3]=[C:4]2[C:9](=[CH:10][CH:11]=1)[C:8]([C:12]#[N:13])=[CH:7][CH2:6][CH2:5]2.NC1C=C2C(=CC=1)C(=O)CCC2.[BH4-].[Na+]. Product: [NH2:1][C:2]1[CH:3]=[C:4]2[C:9](=[CH:10][CH:11]=1)[CH:8]([C:12]#[N:13])[CH2:7][CH2:6][CH2:5]2. (2) Reactant: [OH:1][C:2]1[CH:7]=[C:6]([CH3:8])[O:5][C:4](=[O:9])[CH:3]=1.C1CCN2C(=NCCC2)CC1.Br[CH2:22]/[CH:23]=[C:24](\[CH3:31])/[CH2:25][CH2:26][CH:27]=[C:28]([CH3:30])[CH3:29].C1(C)C=CC=CC=1.C(OCC)(=O)C. Product: [CH3:31]/[C:24](/[CH2:25][CH2:26][CH:27]=[C:28]([CH3:30])[CH3:29])=[CH:23]\[CH2:22][C:3]1[C:4](=[O:9])[O:5][C:6]([CH3:8])=[CH:7][C:2]=1[OH:1]. The catalyst class is: 10. (3) Reactant: [CH3:1][C:2]([Si:5]([CH3:30])([CH3:29])[O:6][CH2:7][CH:8]1[NH:13][CH2:12][CH2:11][N:10]([CH2:14][CH2:15][C:16]2[C:17]([F:28])=[CH:18][N:19]=[C:20]3[C:25]=2[N:24]=[C:23]([O:26][CH3:27])[CH:22]=[CH:21]3)[CH2:9]1)([CH3:4])[CH3:3].CC1C=CC(S(N([N:43]=[O:44])C)(=O)=O)=CC=1. The catalyst class is: 26. Product: [CH3:4][C:2]([Si:5]([CH3:29])([CH3:30])[O:6][CH2:7][CH:8]1[N:13]([N:43]=[O:44])[CH2:12][CH2:11][N:10]([CH2:14][CH2:15][C:16]2[C:17]([F:28])=[CH:18][N:19]=[C:20]3[C:25]=2[N:24]=[C:23]([O:26][CH3:27])[CH:22]=[CH:21]3)[CH2:9]1)([CH3:1])[CH3:3]. (4) Reactant: [Cl:1][C:2]1[C:3]([F:20])=[C:4]([CH:14]2[CH2:18][O:17][C:16](=[O:19])[NH:15]2)[C:5]([O:11][CH2:12][CH3:13])=[C:6]([CH2:8][CH2:9]Cl)[CH:7]=1.C(=O)([O-])[O-].[Cs+].[Cs+].[CH3:27][C:28]1[C:36]2[C:31](=[N:32][CH:33]=[N:34][C:35]=2[NH2:37])[NH:30][N:29]=1. Product: [NH2:37][C:35]1[N:34]=[CH:33][N:32]=[C:31]2[N:30]([CH:8]([C:6]3[C:5]([O:11][CH2:12][CH3:13])=[C:4]([CH:14]4[CH2:18][O:17][C:16](=[O:19])[NH:15]4)[C:3]([F:20])=[C:2]([Cl:1])[CH:7]=3)[CH3:9])[N:29]=[C:28]([CH3:27])[C:36]=12. The catalyst class is: 35. (5) Reactant: C([O:8][C:9](=[O:42])[CH2:10][C@@H:11]([N:25]1[CH:29]=[CH:28][C:27]([C:30]2[CH:35]=[CH:34][C:33]([C:36]3[CH:41]=[CH:40][N:39]=[CH:38][CH:37]=3)=[CH:32][CH:31]=2)=[CH:26]1)[C:12]([NH:14][C@H:15]([C:20]1[NH:21][CH:22]=[CH:23][N:24]=1)[CH2:16][CH:17]([CH3:19])[CH3:18])=[O:13])C1C=CC=CC=1. Product: [CH:9]([OH:42])=[O:8].[NH:24]1[CH:23]=[CH:22][N:21]=[C:20]1[C@@H:15]([NH:14][C:12](=[O:13])[C@H:11]([N:25]1[CH:29]=[CH:28][C:27]([C:30]2[CH:31]=[CH:32][C:33]([C:36]3[CH:37]=[CH:38][N:39]=[CH:40][CH:41]=3)=[CH:34][CH:35]=2)=[CH:26]1)[CH2:10][C:9]([OH:42])=[O:8])[CH2:16][CH:17]([CH3:18])[CH3:19]. The catalyst class is: 301. (6) Reactant: [CH2:1]1[C:6]2[C:7]3[C:15]([CH:16]=[CH:17][C:5]=2[CH:4]=[CH:3][CH2:2]1)=[N:14][C:13]1[C:8]=3[CH2:9][CH:10]=[C:11]2[CH:21]=[CH:20][CH:19]=[CH:18][C:12]2=1. Product: [CH:1]1[C:6]2[C:7]3[C:15]([CH:16]=[CH:17][C:5]=2[CH:4]=[CH:3][CH:2]=1)=[N:14][C:13]1[C:8]=3[CH2:9][CH:10]=[C:11]2[CH:21]=[CH:20][CH:19]=[CH:18][C:12]2=1. The catalyst class is: 45.